From a dataset of Full USPTO retrosynthesis dataset with 1.9M reactions from patents (1976-2016). Predict the reactants needed to synthesize the given product. (1) The reactants are: [CH3:1][O:2][C:3]([CH:5]1[CH:10]([NH:11][S:12]([C:15]2[CH:20]=[CH:19][C:18]([O:21][CH2:22][C:23]3[C:32]4[C:27](=[CH:28][CH:29]=[CH:30][CH:31]=4)[N:26]=[C:25]([CH3:33])[CH:24]=3)=[CH:17][CH:16]=2)(=[O:14])=[O:13])[CH2:9][CH2:8][O:7][CH2:6]1)=[O:4].[C:34](=O)([O-])[O-].[K+].[K+].IC. Given the product [CH3:1][O:2][C:3]([CH:5]1[CH:10]([N:11]([CH3:34])[S:12]([C:15]2[CH:16]=[CH:17][C:18]([O:21][CH2:22][C:23]3[C:32]4[C:27](=[CH:28][CH:29]=[CH:30][CH:31]=4)[N:26]=[C:25]([CH3:33])[CH:24]=3)=[CH:19][CH:20]=2)(=[O:14])=[O:13])[CH2:9][CH2:8][O:7][CH2:6]1)=[O:4], predict the reactants needed to synthesize it. (2) Given the product [CH2:14]([O:1][C:2]1[CH:3]=[C:4]([CH:9]=[C:10]([O:12][CH3:13])[CH:11]=1)[C:5]([O:7][CH3:8])=[O:6])[C:15]1[CH:20]=[CH:19][CH:18]=[CH:17][CH:16]=1, predict the reactants needed to synthesize it. The reactants are: [OH:1][C:2]1[CH:3]=[C:4]([CH:9]=[C:10]([O:12][CH3:13])[CH:11]=1)[C:5]([O:7][CH3:8])=[O:6].[CH2:14](Br)[C:15]1[CH:20]=[CH:19][CH:18]=[CH:17][CH:16]=1.C(=O)([O-])[O-].[K+].[K+].[I-].[Na+].[OH-].[Na+]. (3) Given the product [C:18]([O:19][CH2:28][CH3:29])(=[O:34])[CH3:13].[CH3:4][CH2:5][CH2:6][CH:7]([CH3:2])[CH3:23].[Cl:1][C:2]1[C:7]([Cl:8])=[CH:6][CH:5]=[CH:4][C:3]=1[S:9]([N:12]([C:13]1[C:18]([O:19][CH3:20])=[N:17][C:16]([Cl:21])=[C:15]([Cl:22])[N:14]=1)[CH2:35][O:34][CH2:33][CH2:32][Si:31]([CH3:38])([CH3:37])[CH3:30])(=[O:10])=[O:11], predict the reactants needed to synthesize it. The reactants are: [Cl:1][C:2]1[C:7]([Cl:8])=[CH:6][CH:5]=[CH:4][C:3]=1[S:9]([NH:12][C:13]1[C:18]([O:19][CH3:20])=[N:17][C:16]([Cl:21])=[C:15]([Cl:22])[N:14]=1)(=[O:11])=[O:10].[CH2:23](N([CH2:28][CH3:29])CC)C.[CH3:30][Si:31]([CH3:38])([CH3:37])[CH2:32][CH2:33][O:34][CH2:35]Cl.O. (4) Given the product [CH3:1][C:2]1[CH:7]=[C:6]([CH2:8][CH2:9][C:10]2[S:14][C:13]([C:15]3[CH:20]=[CH:19][C:18]([C:21]([F:24])([F:23])[F:22])=[CH:17][CH:16]=3)=[N:12][C:11]=2[CH3:25])[CH:5]=[CH:4][C:3]=1[O:26][CH2:28][CH2:29][CH2:30][CH2:31][C:32]([O:34][CH3:35])=[O:33], predict the reactants needed to synthesize it. The reactants are: [CH3:1][C:2]1[CH:7]=[C:6]([CH2:8][CH2:9][C:10]2[S:14][C:13]([C:15]3[CH:20]=[CH:19][C:18]([C:21]([F:24])([F:23])[F:22])=[CH:17][CH:16]=3)=[N:12][C:11]=2[CH3:25])[CH:5]=[CH:4][C:3]=1[OH:26].Br[CH2:28][CH2:29][CH2:30][CH2:31][C:32]([O:34][CH3:35])=[O:33].